Dataset: Full USPTO retrosynthesis dataset with 1.9M reactions from patents (1976-2016). Task: Predict the reactants needed to synthesize the given product. (1) Given the product [C:15]([O:19][C:20]([NH:1][C@@H:2]([CH2:8][C:9]1[CH:14]=[CH:13][CH:12]=[CH:11][CH:10]=1)[CH:3]([OH:7])[C:4]([OH:6])=[O:5])=[O:21])([CH3:18])([CH3:17])[CH3:16], predict the reactants needed to synthesize it. The reactants are: [NH2:1][C@@H:2]([CH2:8][C:9]1[CH:14]=[CH:13][CH:12]=[CH:11][CH:10]=1)[CH:3]([OH:7])[C:4]([OH:6])=[O:5].[C:15]([O:19][C:20](O[C:20]([O:19][C:15]([CH3:18])([CH3:17])[CH3:16])=[O:21])=[O:21])([CH3:18])([CH3:17])[CH3:16]. (2) The reactants are: [F:1][CH:2]([F:25])[O:3][C:4]1[CH:9]=[CH:8][C:7]([C:10](=[O:23])[C:11]([C:13]2[CH:18]=[CH:17][CH:16]=[C:15]([C:19]#[C:20][CH2:21]O)[CH:14]=2)=[O:12])=[CH:6][C:5]=1[CH3:24].CCN(S(F)(F)[F:32])CC.C([O-])(O)=O.[Na+]. Given the product [F:1][CH:2]([F:25])[O:3][C:4]1[CH:9]=[CH:8][C:7]([C:10](=[O:23])[C:11]([C:13]2[CH:18]=[CH:17][CH:16]=[C:15]([C:19]#[C:20][CH2:21][F:32])[CH:14]=2)=[O:12])=[CH:6][C:5]=1[CH3:24], predict the reactants needed to synthesize it. (3) Given the product [Cl:1][C:2]1[CH:9]=[C:8]([N:10]2[C:14](=[O:15])[CH2:13][C@H:12]([OH:16])[C@@H:11]2[CH2:17][C:18]2[CH:19]=[CH:20][C:21]([F:24])=[CH:22][CH:23]=2)[CH:7]=[CH:6][C:3]=1[C:4]#[N:5], predict the reactants needed to synthesize it. The reactants are: [Cl:1][C:2]1[CH:9]=[C:8]([N:10]2[C:14](=[O:15])[CH:13]=[C:12]([OH:16])[CH:11]2[CH2:17][C:18]2[CH:23]=[CH:22][C:21]([F:24])=[CH:20][CH:19]=2)[CH:7]=[CH:6][C:3]=1[C:4]#[N:5].C(O)(=O)C.[BH4-].[Na+].O. (4) Given the product [ClH:14].[CH3:1][C:2]1([C:7]([O:9][CH3:11])=[O:8])[CH2:6][CH2:5][NH:4][CH2:3]1, predict the reactants needed to synthesize it. The reactants are: [CH3:1][C:2]1([C:7]([OH:9])=[O:8])[CH2:6][CH2:5][NH:4][CH2:3]1.[Si]([Cl:14])(C)(C)[CH3:11]. (5) The reactants are: [Mg].CCOCC.BrBr.C([O:16][C:17]1[C:24]([O:25][CH2:26][C:27]2[CH:32]=[CH:31][CH:30]=[CH:29][CH:28]=2)=[CH:23][CH:22]=[CH:21][C:18]=1[CH:19]=[O:20])C1C=CC=CC=1. Given the product [CH2:26]([O:25][C:24]1[C:17]([OH:16])=[C:18]([CH:21]=[CH:22][CH:23]=1)[CH:19]=[O:20])[C:27]1[CH:28]=[CH:29][CH:30]=[CH:31][CH:32]=1, predict the reactants needed to synthesize it. (6) Given the product [NH2:9][C:8]1[C:7]2[C:2](=[N:3][CH:4]=[CH:5][C:6]=2[C:10]2[CH:15]=[CH:14][C:13]([NH:16][C:17]([NH:19][C:20]3[CH:25]=[CH:24][CH:23]=[C:22]([CH3:26])[CH:21]=3)=[O:18])=[CH:12][CH:11]=2)[NH:29][N:28]=1, predict the reactants needed to synthesize it. The reactants are: Cl[C:2]1[C:7]([C:8]#[N:9])=[C:6]([C:10]2[CH:15]=[CH:14][C:13]([NH:16][C:17]([NH:19][C:20]3[CH:21]=[C:22]([CH3:26])[CH:23]=[CH:24][CH:25]=3)=[O:18])=[CH:12][CH:11]=2)[CH:5]=[CH:4][N:3]=1.O.[NH2:28][NH2:29]. (7) Given the product [CH3:1][O:2][C:3]1[CH:8]=[CH:7][CH:6]=[CH:5][C:4]=1[CH:9]1[CH2:14][CH2:13][C:12](=[N:29][OH:30])[CH:11]=[C:10]1[C:16]1[CH:21]=[CH:20][CH:19]=[CH:18][CH:17]=1, predict the reactants needed to synthesize it. The reactants are: [CH3:1][O:2][C:3]1[CH:8]=[CH:7][CH:6]=[CH:5][C:4]=1[CH:9]1[CH2:14][CH2:13][C:12](=O)[CH:11]=[C:10]1[C:16]1[CH:21]=[CH:20][CH:19]=[CH:18][CH:17]=1.N1C=CC=CC=1.Cl.[NH2:29][OH:30]. (8) Given the product [Cl:32][CH2:17][C:8]1[CH:7]=[C:6]([O:5][CH2:4][CH2:3][O:2][CH3:1])[CH:11]=[C:10]([O:12][CH2:13][CH2:14][O:15][CH3:16])[CH:9]=1, predict the reactants needed to synthesize it. The reactants are: [CH3:1][O:2][CH2:3][CH2:4][O:5][C:6]1[CH:7]=[C:8]([CH2:17]O)[CH:9]=[C:10]([O:12][CH2:13][CH2:14][O:15][CH3:16])[CH:11]=1.CCN(C(C)C)C(C)C.CS([Cl:32])(=O)=O.[Cl-].[K+]. (9) Given the product [Cl:3][C:4]1[C:8]([N:9]([CH2:10][CH3:11])[C:39]([CH:36]2[CH2:37][CH2:38][N:34]([C:32]([O:31][C:27]([CH3:28])([CH3:29])[CH3:30])=[O:33])[CH2:35]2)=[O:41])=[CH:7][N:6]([C:12]2[CH:13]=[N:14][CH:15]=[CH:16][CH:17]=2)[N:5]=1, predict the reactants needed to synthesize it. The reactants are: Cl.Cl.[Cl:3][C:4]1[C:8]([NH:9][CH2:10][CH3:11])=[CH:7][N:6]([C:12]2[CH:13]=[N:14][CH:15]=[CH:16][CH:17]=2)[N:5]=1.CCN(C(C)C)C(C)C.[C:27]([O:31][C:32]([N:34]1[CH2:38][CH2:37][CH:36]([C:39]([OH:41])=O)[CH2:35]1)=[O:33])([CH3:30])([CH3:29])[CH3:28].CCN=C=NCCCN(C)C. (10) Given the product [F:26][C:24]([F:25])([F:27])[C:21]1[CH:22]=[CH:23][C:16]2[C:15]([N:12]3[CH2:13][CH2:14][N:9]([CH2:8][C@@H:6]4[CH2:7][C@H:5]4[CH2:4][NH2:1])[CH2:10][CH2:11]3)=[CH:19][S:18][C:17]=2[CH:20]=1, predict the reactants needed to synthesize it. The reactants are: [N:1]([CH2:4][C@@H:5]1[CH2:7][C@H:6]1[CH2:8][N:9]1[CH2:14][CH2:13][N:12]([C:15]2[C:16]3[CH:23]=[CH:22][C:21]([C:24]([F:27])([F:26])[F:25])=[CH:20][C:17]=3[S:18][CH:19]=2)[CH2:11][CH2:10]1)=[N+]=[N-].C1C=CC(P(C2C=CC=CC=2)C2C=CC=CC=2)=CC=1.O.